From a dataset of Reaction yield outcomes from USPTO patents with 853,638 reactions. Predict the reaction yield, written as a fraction of the theoretical maximum amount of product (1.0 means a 100% yield; for example, 0.34 means a 34% yield). (1) The reactants are Br[C:2]1[CH:14]=[CH:13][C:5]2[NH:6][C:7](=[O:12])[O:8][C:9]([CH3:11])([CH3:10])[C:4]=2[CH:3]=1.[Cl:15][C:16]1[CH:17]=[C:18](B(O)O)[CH:19]=[CH:20][CH:21]=1.C(=O)([O-])[O-].[Na+].[Na+]. The catalyst is COCCOC.O.[Pd].C1(P(C2C=CC=CC=2)C2C=CC=CC=2)C=CC=CC=1.C1(P(C2C=CC=CC=2)C2C=CC=CC=2)C=CC=CC=1.C1(P(C2C=CC=CC=2)C2C=CC=CC=2)C=CC=CC=1.C1(P(C2C=CC=CC=2)C2C=CC=CC=2)C=CC=CC=1. The product is [Cl:15][C:16]1[CH:21]=[C:20]([C:2]2[CH:14]=[CH:13][C:5]3[NH:6][C:7](=[O:12])[O:8][C:9]([CH3:11])([CH3:10])[C:4]=3[CH:3]=2)[CH:19]=[CH:18][CH:17]=1. The yield is 0.820. (2) The product is [O:41]1[C:37]2[CH:36]=[CH:35][C:34]([C:2]3[CH:7]=[CH:6][C:5]([C:8]4[N:9]([CH2:14][C@@H:15]5[CH2:19][CH2:18][N:17]([C:20]([CH:22]6[CH2:24][CH2:23]6)=[O:21])[CH2:16]5)[C:10](=[O:13])[NH:11][N:12]=4)=[C:4]([Cl:25])[CH:3]=3)=[CH:42][C:38]=2[CH:39]=[CH:40]1. The yield is 0.607. The reactants are Br[C:2]1[CH:7]=[CH:6][C:5]([C:8]2[N:9]([CH2:14][C@@H:15]3[CH2:19][CH2:18][N:17]([C:20]([CH:22]4[CH2:24][CH2:23]4)=[O:21])[CH2:16]3)[C:10](=[O:13])[NH:11][N:12]=2)=[C:4]([Cl:25])[CH:3]=1.CC1(C)C(C)(C)OB([C:34]2[CH:35]=[CH:36][C:37]3[O:41][CH:40]=[CH:39][C:38]=3[CH:42]=2)O1.C([O-])([O-])=O.[K+].[K+].C([O-])(O)=O.[Na+]. The catalyst is C1C=CC(P(C2C=CC=CC=2)[C-]2C=CC=C2)=CC=1.C1C=CC(P(C2C=CC=CC=2)[C-]2C=CC=C2)=CC=1.Cl[Pd]Cl.[Fe+2].O.O1CCOCC1.